This data is from Forward reaction prediction with 1.9M reactions from USPTO patents (1976-2016). The task is: Predict the product of the given reaction. (1) Given the reactants Br[C:2]1[C:3]2[N:4]([N:8]=[C:9]([Cl:11])[N:10]=2)[CH:5]=[CH:6][CH:7]=1.[CH3:12][O:13][C:14]1[CH:15]=[C:16]([CH:19]=[CH:20][CH:21]=1)[CH2:17][NH2:18], predict the reaction product. The product is: [Cl:11][C:9]1[N:10]=[C:3]2[C:2]([NH:18][CH2:17][C:16]3[CH:19]=[CH:20][CH:21]=[C:14]([O:13][CH3:12])[CH:15]=3)=[CH:7][CH:6]=[CH:5][N:4]2[N:8]=1. (2) Given the reactants [Br:1][C:2]1[CH:7]=[CH:6][C:5]([F:8])=[CH:4][N:3]=1.[Li+].CC([N-]C(C)C)C.C(NC(C)C)(C)C.[CH:24](=[O:26])[CH3:25], predict the reaction product. The product is: [Br:1][C:2]1[CH:7]=[C:6]([CH:24]([OH:26])[CH3:25])[C:5]([F:8])=[CH:4][N:3]=1. (3) Given the reactants C=O.[CH3:3][C:4]1[CH:5]=CC(C)=[CH:8][CH:9]=1.[Cl-:11].[CH2:12]([N+]1C=CN(C)C=1)[CH2:13][CH2:14][CH3:15].Cl, predict the reaction product. The product is: [CH3:8][C:9]1[CH:12]=[CH:13][C:14]([CH3:15])=[CH:5][C:4]=1[CH2:3][Cl:11]. (4) Given the reactants [C:1]([NH:5][S:6]([CH2:9][CH2:10][NH:11]C(=O)OCC1C=CC=CC=1)(=[O:8])=[O:7])([CH3:4])([CH3:3])[CH3:2], predict the reaction product. The product is: [NH2:11][CH2:10][CH2:9][S:6]([NH:5][C:1]([CH3:4])([CH3:3])[CH3:2])(=[O:8])=[O:7]. (5) Given the reactants [C:1]([NH:6][CH:7]([CH3:11])[C:8]([OH:10])=O)(=[O:5])[CH2:2][CH2:3][CH3:4].[O:12]1[CH2:16][CH2:15]C[CH2:13]1.N1C=CC=CC=1.C([O-])(O)=[O:24].[Na+], predict the reaction product. The product is: [C:1]([NH:6][CH:7]([CH3:11])[C:8](=[O:10])[C:13]([O:12][CH2:16][CH3:15])=[O:24])(=[O:5])[CH2:2][CH2:3][CH3:4]. (6) Given the reactants Cl[CH:2]([C:7]1[CH:11]=[C:10]([C:12]2[CH:17]=[CH:16][CH:15]=[CH:14][CH:13]=2)[O:9][C:8]=1[CH3:18])[CH2:3][CH:4]([CH3:6])[CH3:5].[NH2:19][C:20]1[CH:29]=[CH:28][C:23]([C:24]([O:26]C)=[O:25])=[C:22]([CH3:30])[CH:21]=1.C(=O)([O-])[O-].[Na+].[Na+].[I-].[Na+], predict the reaction product. The product is: [CH3:30][C:22]1[CH:21]=[C:20]([NH:19][CH:2]([C:7]2[CH:11]=[C:10]([C:12]3[CH:17]=[CH:16][CH:15]=[CH:14][CH:13]=3)[O:9][C:8]=2[CH3:18])[CH2:3][CH:4]([CH3:6])[CH3:5])[CH:29]=[CH:28][C:23]=1[C:24]([OH:26])=[O:25]. (7) Given the reactants [F:1][C:2]1[CH:7]=[CH:6][C:5]([N:8]2[C:16]3[CH2:15][CH2:14][CH2:13][NH:12][C:11]=3[CH:10]=[N:9]2)=[CH:4][CH:3]=1.[Cl:17][C:18]1[CH:23]=[CH:22][C:21]([CH2:24][C:25](O)=[O:26])=[CH:20][C:19]=1[O:28][C:29]([F:32])([F:31])[F:30].CCN(CC)CC.CN(C(ON1N=NC2C=CC=NC1=2)=[N+](C)C)C.F[P-](F)(F)(F)(F)F, predict the reaction product. The product is: [Cl:17][C:18]1[CH:23]=[CH:22][C:21]([CH2:24][C:25]([N:12]2[CH2:13][CH2:14][CH2:15][C:16]3[N:8]([C:5]4[CH:4]=[CH:3][C:2]([F:1])=[CH:7][CH:6]=4)[N:9]=[CH:10][C:11]2=3)=[O:26])=[CH:20][C:19]=1[O:28][C:29]([F:30])([F:32])[F:31]. (8) Given the reactants C(O[C:4]([C:6]1[C:7]([C:11]2[NH:15][C:14]3[CH:16]=[CH:17][CH:18]=[CH:19][C:13]=3[N:12]=2)=[N:8][NH:9][CH:10]=1)=[O:5])C.[NH2:20][C:21]([CH3:25])([CH3:24])[CH2:22][OH:23].C(NC(C1C(C2NC3C=CC=CC=3N=2)=NNC=1)=O)(C)C, predict the reaction product. The product is: [OH:23][CH2:22][C:21]([NH:20][C:4]([C:6]1[C:7]([C:11]2[NH:12][C:13]3[CH:19]=[CH:18][CH:17]=[CH:16][C:14]=3[N:15]=2)=[N:8][NH:9][CH:10]=1)=[O:5])([CH3:25])[CH3:24]. (9) Given the reactants [F:1][C:2]1[CH:7]=[C:6]([F:8])[CH:5]=[CH:4][C:3]=1[C:9]1[N:10]=[C:11]2[CH2:16][CH2:15][CH2:14][N:12]2[CH:13]=1.C1C(=O)N([I:24])C(=O)C1.[O-]S([O-])(=S)=O.[Na+].[Na+], predict the reaction product. The product is: [F:1][C:2]1[CH:7]=[C:6]([F:8])[CH:5]=[CH:4][C:3]=1[C:9]1[N:10]=[C:11]2[CH2:16][CH2:15][CH2:14][N:12]2[C:13]=1[I:24].